From a dataset of Reaction yield outcomes from USPTO patents with 853,638 reactions. Predict the reaction yield, written as a fraction of the theoretical maximum amount of product (1.0 means a 100% yield; for example, 0.34 means a 34% yield). (1) The reactants are [Cl:1][C:2]1[C:7]([CH2:8][N:9]2[CH2:13][CH2:12][CH2:11][CH2:10]2)=[CH:6][CH:5]=[CH:4][C:3]=1[OH:14].CC(C)([O-])C.[K+].CS(O[C@H:26]1[CH2:29][C@@H:28]([CH2:30][N:31]2[CH2:36][CH2:35][O:34][CH2:33][CH2:32]2)[CH2:27]1)(=O)=O. The catalyst is CS(C)=O.[Br-].C([N+](CCCC)(CCCC)CCCC)CCC.CCOCC. The product is [ClH:1].[ClH:1].[Cl:1][C:2]1[C:7]([CH2:8][N:9]2[CH2:13][CH2:12][CH2:11][CH2:10]2)=[CH:6][CH:5]=[CH:4][C:3]=1[O:14][C@H:26]1[CH2:27][C@H:28]([CH2:30][N:31]2[CH2:32][CH2:33][O:34][CH2:35][CH2:36]2)[CH2:29]1. The yield is 0.360. (2) The reactants are [Br-].[CH2:2]([P+](C1C=CC=CC=1)(C1C=CC=CC=1)C1C=CC=CC=1)[CH2:3][C:4]1[CH:9]=[CH:8][CH:7]=[CH:6][CH:5]=1.[Li]CCCC.[CH:34]1[C:43]2[C:38](=[CH:39][CH:40]=[CH:41][CH:42]=2)[CH:37]=[CH:36][C:35]=1[C:44](=O)[CH3:45]. No catalyst specified. The product is [C:38]1([CH2:37][CH:36]=[C:35]([C:44]2[CH:2]=[CH:3][C:4]3[C:5](=[CH:6][CH:7]=[CH:8][CH:9]=3)[CH:45]=2)[CH3:34])[CH:43]=[CH:42][CH:41]=[CH:40][CH:39]=1. The yield is 0.540. (3) The reactants are C(OC([N:8]1[CH2:13][CH2:12][CH:11]([CH2:14][CH2:15][O:16][CH2:17][C:18]2[CH:23]=[CH:22][C:21]([C:24]([F:27])([F:26])[F:25])=[CH:20][CH:19]=2)[CH2:10][CH2:9]1)=O)(C)(C)C.Cl.CCOCC. The catalyst is CO. The product is [F:27][C:24]([F:25])([F:26])[C:21]1[CH:20]=[CH:19][C:18]([CH2:17][O:16][CH2:15][CH2:14][CH:11]2[CH2:12][CH2:13][NH:8][CH2:9][CH2:10]2)=[CH:23][CH:22]=1. The yield is 0.870. (4) The reactants are [Cl:1][C:2]([F:11])([F:10])[C:3](=O)/[CH:4]=[CH:5]/OCC.C[N:13](C)[CH:14]=[CH:15][C:16]#[N:17].C([O-])(=O)C.[NH4+].O. The catalyst is C1(C)C=CC=CC=1. The product is [Cl:1][C:2]([F:10])([F:11])[C:3]1[CH:4]=[CH:5][C:15]([C:16]#[N:17])=[CH:14][N:13]=1. The yield is 0.410. (5) The reactants are [CH3:1][N:2]([CH2:4][C:5]1[N:14]=[C:13](O)[C:12]2[CH2:11][C:10]([CH3:17])([CH3:16])[CH2:9][CH2:8][C:7]=2[N:6]=1)[CH3:3].C(Cl)(Cl)[Cl:19]. No catalyst specified. The product is [Cl:19][C:13]1[C:12]2[CH2:11][C:10]([CH3:17])([CH3:16])[CH2:9][CH2:8][C:7]=2[N:6]=[C:5]([CH2:4][N:2]([CH3:3])[CH3:1])[N:14]=1. The yield is 0.480. (6) The reactants are [Br:1][C:2]1[CH:3]=[C:4]([CH:7]=[CH:8][C:9]=1[Cl:10])[CH2:5][OH:6].[Cr](Cl)([O-])(=O)=O.[NH+]1C=CC=CC=1. The catalyst is ClCCl. The product is [Br:1][C:2]1[CH:3]=[C:4]([CH:7]=[CH:8][C:9]=1[Cl:10])[CH:5]=[O:6]. The yield is 0.930. (7) The reactants are [N+](C1C=CC(OC(OC[O:13][C:14](=[O:34])/[CH:15]=[C:16](\[CH3:33])/[CH:17]=[CH:18]/[CH:19]=[C:20](\[CH3:32])/[CH:21]=[CH:22]/[C:23]2[C:28]([CH3:30])([CH3:29])[CH2:27][CH2:26][CH2:25][C:24]=2[CH3:31])=O)=CC=1)([O-])=O.C(NC1C=CC(C(NC2C=CC=CC=2NC(=O)CN)=O)=CC=1)(=O)C.CCN(CC)CC. The catalyst is CN(C)P(N(C)C)(N(C)C)=O. The product is [CH3:31][C:24]1[CH2:25][CH2:26][CH2:27][C:28]([CH3:29])([CH3:30])[C:23]=1/[CH:22]=[CH:21]/[C:20](/[CH3:32])=[CH:19]/[CH:18]=[CH:17]/[C:16](/[CH3:33])=[CH:15]/[C:14]([OH:34])=[O:13]. The yield is 0.600. (8) The reactants are C([N:8]1[CH2:13][CH2:12][N:11]2[C:14](=[O:17])[O:15][CH2:16][CH:10]2[CH2:9]1)C1C=CC=CC=1. The catalyst is [Pd].CCO. The product is [CH2:16]1[CH:10]2[CH2:9][NH:8][CH2:13][CH2:12][N:11]2[C:14](=[O:17])[O:15]1. The yield is 0.970.